This data is from Reaction yield outcomes from USPTO patents with 853,638 reactions. The task is: Predict the reaction yield, written as a fraction of the theoretical maximum amount of product (1.0 means a 100% yield; for example, 0.34 means a 34% yield). (1) The reactants are [C:1]1([C:11]2[CH:16]=[CH:15][C:14](B(O)O)=[CH:13][CH:12]=2)[C:10]2[C:5](=[CH:6][CH:7]=[CH:8][CH:9]=2)[CH:4]=[CH:3][CH:2]=1.Br[C:21]1[C:34]2[C:35]3=[C:36]4[C:31](=[CH:32][CH:33]=2)[CH:30]=[CH:29][CH:28]=[C:27]4[CH:26]=[CH:25][C:24]3=[CH:23][CH:22]=1.C(=O)([O-])[O-].[Na+].[Na+]. The catalyst is C(COC)OC. The product is [C:1]1([C:11]2[CH:16]=[CH:15][C:14]([C:28]3[C:27]4[C:36]5=[C:35]6[C:24](=[CH:25][CH:26]=4)[CH:23]=[CH:22][CH:21]=[C:34]6[CH:33]=[CH:32][C:31]5=[CH:30][CH:29]=3)=[CH:13][CH:12]=2)[C:10]2[C:5](=[CH:6][CH:7]=[CH:8][CH:9]=2)[CH:4]=[CH:3][CH:2]=1. The yield is 0.990. (2) The yield is 0.500. The catalyst is O1CCOCC1. The product is [F:1][C:2]1[CH:18]=[C:17]([N+:19]([O-:21])=[O:20])[CH:16]=[CH:15][C:3]=1[O:4][C:5]1[CH:10]=[CH:9][N:8]=[C:7]2[CH:11]=[C:12]([C:23]3[CH:30]=[CH:29][C:26]([CH:27]=[O:28])=[CH:25][N:24]=3)[S:13][C:6]=12. The reactants are [F:1][C:2]1[CH:18]=[C:17]([N+:19]([O-:21])=[O:20])[CH:16]=[CH:15][C:3]=1[O:4][C:5]1[CH:10]=[CH:9][N:8]=[C:7]2[CH:11]=[C:12](I)[S:13][C:6]=12.Br[C:23]1[CH:30]=[CH:29][C:26]([CH:27]=[O:28])=[CH:25][N:24]=1.C[Sn](C)(C)[Sn](C)(C)C. (3) The product is [CH:24]([NH:27][C:19](=[O:21])[C:18]1[CH:22]=[CH:23][C:15]([NH:14][CH2:13][C:3]2[C:4]([C:7]3[CH:8]=[CH:9][CH:10]=[CH:11][CH:12]=3)=[N:5][O:6][C:2]=2[CH3:1])=[N:16][CH:17]=1)([CH3:26])[CH3:25]. The reactants are [CH3:1][C:2]1[O:6][N:5]=[C:4]([C:7]2[CH:12]=[CH:11][CH:10]=[CH:9][CH:8]=2)[C:3]=1[CH2:13][NH:14][C:15]1[CH:23]=[CH:22][C:18]([C:19]([OH:21])=O)=[CH:17][N:16]=1.[CH:24]([NH2:27])([CH3:26])[CH3:25]. The yield is 0.820. No catalyst specified. (4) The reactants are [O-]S(S([O-])=O)=O.[Na+].[Na+].[CH2:9]([O:16][C:17]1[CH:22]=[CH:21][C:20]([N+:23]([O-])=O)=[C:19]([F:26])[CH:18]=1)[C:10]1[CH:15]=[CH:14][CH:13]=[CH:12][CH:11]=1.C1COCC1.CCO. The catalyst is O. The product is [CH2:9]([O:16][C:17]1[CH:22]=[CH:21][C:20]([NH2:23])=[C:19]([F:26])[CH:18]=1)[C:10]1[CH:11]=[CH:12][CH:13]=[CH:14][CH:15]=1. The yield is 0.420. (5) The reactants are [Cl:1][C:2]1[CH:3]=[CH:4][C:5]2[O:9][C:8]([CH:10]=O)=[CH:7][C:6]=2[CH:12]=1.[BH4-].[Na+].P(Br)(Br)[Br:16]. The catalyst is CCO. The product is [Br:16][CH2:10][C:8]1[O:9][C:5]2[CH:4]=[CH:3][C:2]([Cl:1])=[CH:12][C:6]=2[CH:7]=1. The yield is 0.570. (6) The reactants are [Br:1][C:2]1[CH:3]=[C:4]([S:8][CH:9]2[C:15](=O)[CH2:14][CH2:13][CH2:12][N:11]([C:17]([O:19][C:20]([CH3:23])([CH3:22])[CH3:21])=[O:18])[CH2:10]2)[CH:5]=[CH:6][CH:7]=1.[OH-].[Na+].CC(OC(OC(OC(C)(C)C)=O)=O)(C)C. The catalyst is P(=O)(O)(O)O.C1COCC1.C(Cl)Cl. The product is [Br:1][C:2]1[CH:7]=[CH:6][C:5]2[C:15]3[CH2:14][CH2:13][CH2:12][N:11]([C:17]([O:19][C:20]([CH3:23])([CH3:22])[CH3:21])=[O:18])[CH2:10][C:9]=3[S:8][C:4]=2[CH:3]=1. The yield is 0.180. (7) The reactants are [OH:1][CH:2]1[CH2:11][CH2:10][C:9]2[N:8]=[CH:7][C:6]([N+:12]([O-])=O)=[CH:5][C:4]=2[CH2:3]1. The catalyst is CO.[Pd]. The product is [NH2:12][C:6]1[CH:7]=[N:8][C:9]2[CH2:10][CH2:11][CH:2]([OH:1])[CH2:3][C:4]=2[CH:5]=1. The yield is 0.990.